From a dataset of Reaction yield outcomes from USPTO patents with 853,638 reactions. Predict the reaction yield, written as a fraction of the theoretical maximum amount of product (1.0 means a 100% yield; for example, 0.34 means a 34% yield). (1) The reactants are Cl.[OH:2][C@H:3]1[CH2:7][NH:6][C@H:5]([C:8]([OH:10])=[O:9])[CH2:4]1.O.[OH-].[Na+].[C:14]([O:18][C:19](O[C:19]([O:18][C:14]([CH3:17])([CH3:16])[CH3:15])=[O:20])=[O:20])([CH3:17])([CH3:16])[CH3:15].[CH2:29]1COCC1. The catalyst is CCOCC. The product is [OH:2][C@H:3]1[CH2:7][N:6]([C:19]([O:18][C:14]([CH3:17])([CH3:16])[CH3:15])=[O:20])[C@H:5]([C:8]([O:10][CH3:29])=[O:9])[CH2:4]1. The yield is 0.570. (2) The reactants are C[O:2][CH:3](OC)[CH2:4][NH:5][C:6]([C:8]1[N:9]=[C:10]2[CH:19]=[CH:18][C:17]3[C:16]([C:20]([F:23])([F:22])[F:21])=[CH:15][C:14]([C:24]([F:27])([F:26])[F:25])=[N:13][C:12]=3[N:11]2[CH:28]=1)=[O:7].FC(F)(F)C(O)=O. The catalyst is C(Cl)Cl. The product is [O:2]=[CH:3][CH2:4][NH:5][C:6]([C:8]1[N:9]=[C:10]2[CH:19]=[CH:18][C:17]3[C:16]([C:20]([F:21])([F:22])[F:23])=[CH:15][C:14]([C:24]([F:25])([F:26])[F:27])=[N:13][C:12]=3[N:11]2[CH:28]=1)=[O:7]. The yield is 0.670. (3) The reactants are [H-].[Na+].[SH:3][C:4]1[N:5]([CH3:9])[CH:6]=[CH:7][N:8]=1.Br[CH2:11][CH2:12][CH2:13][O:14][CH:15]1[CH2:20][CH2:19][CH2:18][CH2:17][O:16]1. The catalyst is CN(C=O)C.O. The product is [CH3:9][N:5]1[CH:6]=[CH:7][N:8]=[C:4]1[S:3][CH2:11][CH2:12][CH2:13][O:14][CH:15]1[CH2:20][CH2:19][CH2:18][CH2:17][O:16]1. The yield is 0.550. (4) The reactants are [CH3:1][N:2]([CH3:22])[C:3]([C@@H:5]1[CH2:13][C:12]2[C:7](=[CH:8][CH:9]=[CH:10][CH:11]=2)[C@@H:6]1[NH:14]C(=O)OC(C)(C)C)=[O:4].C(O)C. The catalyst is C(Cl)Cl.[Br-].[Br-].[Zn+2]. The product is [NH2:14][C@H:6]1[C:7]2[C:12](=[CH:11][CH:10]=[CH:9][CH:8]=2)[CH2:13][C@H:5]1[C:3]([N:2]([CH3:22])[CH3:1])=[O:4]. The yield is 0.950. (5) The reactants are [F:1][C:2]([F:7])([F:6])[C:3]([OH:5])=[O:4].C[N:9]([CH2:11][C:12]1[CH:13]=[C:14]([C:20]2[CH:21]=[C:22]3[C:26](=[C:27]([C:29]([NH2:31])=[O:30])[CH:28]=2)[NH:25][CH:24]=[C:23]3[CH:32]2[CH2:37][CH2:36][N:35]([S:38]([CH2:41][CH3:42])(=[O:40])=[O:39])[CH2:34][CH2:33]2)[CH:15]=[CH:16][C:17]=1[O:18][CH3:19])[CH3:10].[CH3:43][C:44](C)([CH3:47])[CH2:45]N.CNC. No catalyst specified. The product is [F:1][C:2]([F:7])([F:6])[C:3]([OH:5])=[O:4].[CH3:43][C:44]([CH3:47])([CH3:45])[CH2:10][NH:9][CH2:11][C:12]1[CH:13]=[C:14]([C:20]2[CH:21]=[C:22]3[C:26](=[C:27]([C:29]([NH2:31])=[O:30])[CH:28]=2)[NH:25][CH:24]=[C:23]3[CH:32]2[CH2:37][CH2:36][N:35]([S:38]([CH2:41][CH3:42])(=[O:39])=[O:40])[CH2:34][CH2:33]2)[CH:15]=[CH:16][C:17]=1[O:18][CH3:19]. The yield is 0.160. (6) The product is [Br:1][C:2]1[CH:10]=[CH:9][CH:8]=[C:7]2[C:3]=1[C:4]1([C:21]3[CH:22]=[C:23]([F:27])[C:24]([F:26])=[CH:25][C:20]=3[O:19][CH2:18]1)[C:5](=[O:17])[N:6]2[CH2:11][C:12]([OH:14])=[O:13]. No catalyst specified. The reactants are [Br:1][C:2]1[CH:10]=[CH:9][CH:8]=[C:7]2[C:3]=1[C:4]1([C:21]3[CH:22]=[C:23]([F:27])[C:24]([F:26])=[CH:25][C:20]=3[O:19][CH2:18]1)[C:5](=[O:17])[N:6]2[CH2:11][C:12]([O:14]CC)=[O:13].O=C1C2(C3=CC4OCOC=4C=C3OC2)C2C(=CC=CC=2)N1CC(OCC)=O. The yield is 1.00. (7) The reactants are [CH3:1][O:2][C:3](=[O:16])[C:4](=[N:14]O)[C:5]([C:7]1[CH:12]=[CH:11][C:10]([F:13])=[CH:9][CH:8]=1)=[O:6].[ClH:17]. The catalyst is CO. The product is [ClH:17].[CH3:1][O:2][C:3](=[O:16])[CH:4]([NH2:14])[C:5]([C:7]1[CH:12]=[CH:11][C:10]([F:13])=[CH:9][CH:8]=1)=[O:6]. The yield is 1.00. (8) The reactants are [F:1][C:2]1[C:3]([CH2:24][N:25](C)[C:26](=O)OC(C)(C)C)=[CH:4][N:5]([S:14]([C:17]2[CH:22]=[C:21]([CH3:23])[CH:20]=[CH:19][N:18]=2)(=[O:16])=[O:15])[C:6]=1[C:7]1[C:8]([F:13])=[N:9][CH:10]=[CH:11][CH:12]=1. The catalyst is C(=O)([O-])O.[Na+]. The product is [F:1][C:2]1[C:3]([CH2:24][NH:25][CH3:26])=[CH:4][N:5]([S:14]([C:17]2[CH:22]=[C:21]([CH3:23])[CH:20]=[CH:19][N:18]=2)(=[O:16])=[O:15])[C:6]=1[C:7]1[C:8]([F:13])=[N:9][CH:10]=[CH:11][CH:12]=1. The yield is 0.950. (9) The reactants are [N+:1]([C:4]1[CH:5]=[C:6]([CH:10]=[CH:11][C:12]=1[N+:13]([O-:15])=[O:14])[C:7]([OH:9])=O)([O-:3])=[O:2].S(Cl)(Cl)=O.C(N(CC)CC)C.[NH:27]1[CH2:32][CH2:31][O:30][CH2:29][CH2:28]1. The catalyst is C1COCC1.O.CN(C=O)C. The product is [N+:1]([C:4]1[CH:5]=[C:6]([C:7]([N:27]2[CH2:32][CH2:31][O:30][CH2:29][CH2:28]2)=[O:9])[CH:10]=[CH:11][C:12]=1[N+:13]([O-:15])=[O:14])([O-:3])=[O:2]. The yield is 0.960. (10) The reactants are CCCCC.C([Li])(C)(C)C.Br[C:12]1[CH:17]=[CH:16][C:15]([C:18]2[N:23]=[C:22]([C:24]3[CH:29]=[CH:28][C:27]([C:30]([CH3:33])([CH3:32])[CH3:31])=[CH:26][CH:25]=3)[N:21]=[C:20]([C:34]3[CH:39]=[CH:38][C:37]([C:40]([CH3:43])([CH3:42])[CH3:41])=[CH:36][CH:35]=3)[N:19]=2)=[CH:14][CH:13]=1.Br[C:45]1[CH:50]=[CH:49][C:48]([C:51]2[CH:56]=[CH:55][CH:54]=[CH:53][N:52]=2)=[CH:47][CH:46]=1. The catalyst is O1CCCC1.[Pd].C1(P(C2C=CC=CC=2)C2C=CC=CC=2)C=CC=CC=1.C1(P(C2C=CC=CC=2)C2C=CC=CC=2)C=CC=CC=1.C1(P(C2C=CC=CC=2)C2C=CC=CC=2)C=CC=CC=1.C1(P(C2C=CC=CC=2)C2C=CC=CC=2)C=CC=CC=1. The product is [C:40]([C:37]1[CH:38]=[CH:39][C:34]([C:20]2[N:21]=[C:22]([C:24]3[CH:29]=[CH:28][C:27]([C:30]([CH3:33])([CH3:31])[CH3:32])=[CH:26][CH:25]=3)[N:23]=[C:18]([C:15]3[CH:14]=[CH:13][C:12]([C:45]4[CH:46]=[CH:47][C:48]([C:51]5[CH:56]=[CH:55][CH:54]=[CH:53][N:52]=5)=[CH:49][CH:50]=4)=[CH:17][CH:16]=3)[N:19]=2)=[CH:35][CH:36]=1)([CH3:43])([CH3:42])[CH3:41]. The yield is 0.870.